From a dataset of Forward reaction prediction with 1.9M reactions from USPTO patents (1976-2016). Predict the product of the given reaction. (1) Given the reactants [NH2:1][C:2]1[C:3]2[C:10]([I:11])=[CH:9][N:8]([C@@H:12]3[CH2:15][C@H:14]([CH2:16]O)[CH2:13]3)[C:4]=2[N:5]=[CH:6][N:7]=1.I(C1C=CC=CC=1C(O)=O)(=O)=O.[BH-](OC(C)=O)(OC(C)=O)OC(C)=O.[Na+].Cl.[C@H:45]12[CH2:51][C@H:48]([NH:49][CH2:50]1)[CH2:47][S:46]2.CCN(C(C)C)C(C)C, predict the reaction product. The product is: [C@H:45]12[CH2:51][C@H:48]([N:49]([CH2:16][C@@H:14]3[CH2:15][C@H:12]([N:8]4[C:4]5[N:5]=[CH:6][N:7]=[C:2]([NH2:1])[C:3]=5[C:10]([I:11])=[CH:9]4)[CH2:13]3)[CH2:50]1)[CH2:47][S:46]2. (2) The product is: [CH:1]1([NH:4][C:5]([NH:6][C:7]2[CH:44]=[CH:43][C:10]([O:11][C:12]3[CH:17]=[CH:16][N:15]=[C:14]4[CH:18]=[C:19]([C:21]5[CH:22]=[CH:23][C:24]([CH2:27][NH:28][CH2:36][CH2:37][O:38][CH2:39][CH2:40][O:41][CH3:42])=[CH:25][N:26]=5)[S:20][C:13]=34)=[C:9]([F:45])[CH:8]=2)=[O:46])[CH2:2][CH2:3]1. Given the reactants [CH:1]1([NH:4][C:5](=[O:46])[NH:6][C:7]2[CH:44]=[CH:43][C:10]([O:11][C:12]3[CH:17]=[CH:16][N:15]=[C:14]4[CH:18]=[C:19]([C:21]5[N:26]=[CH:25][C:24]([CH2:27][N:28]([CH2:36][CH2:37][O:38][CH2:39][CH2:40][O:41][CH3:42])C(=O)OC(C)(C)C)=[CH:23][CH:22]=5)[S:20][C:13]=34)=[C:9]([F:45])[CH:8]=2)[CH2:3][CH2:2]1.FC(F)(F)C(O)=O.[OH-].[Na+], predict the reaction product. (3) Given the reactants [F:1][C:2]1[CH:7]=[C:6]([CH3:8])[CH:5]=[CH:4][C:3]=1[C:9](=[O:22])[CH:10]([C:16]1[CH:21]=[CH:20][CH:19]=[CH:18][CH:17]=1)C(OCC)=O.Cl.[OH-].[Na+], predict the reaction product. The product is: [F:1][C:2]1[CH:7]=[C:6]([CH3:8])[CH:5]=[CH:4][C:3]=1[C:9](=[O:22])[CH2:10][C:16]1[CH:17]=[CH:18][CH:19]=[CH:20][CH:21]=1. (4) Given the reactants Cl.[CH3:2][O:3][C:4](=[O:11])[CH2:5][C@H:6]1[CH2:10][CH2:9][CH2:8][NH:7]1.[Cl:12][C:13]1[N:18]=[C:17](Cl)[C:16]([N+:20]([O-:22])=[O:21])=[CH:15][N:14]=1.C(=O)(O)[O-].[Na+].C(OCC)(=O)C, predict the reaction product. The product is: [CH3:2][O:3][C:4](=[O:11])[CH2:5][C@H:6]1[CH2:10][CH2:9][CH2:8][N:7]1[C:15]1[C:16]([N+:20]([O-:22])=[O:21])=[CH:17][N:18]=[C:13]([Cl:12])[N:14]=1.